From a dataset of Full USPTO retrosynthesis dataset with 1.9M reactions from patents (1976-2016). Predict the reactants needed to synthesize the given product. (1) Given the product [CH3:26][N:14]1[C:15]2[C:20](=[CH:19][CH:18]=[CH:17][CH:16]=2)[C:21](=[O:22])[N:12]([CH2:11][C@H:8]2[CH2:7][CH2:6][C@H:5]([C:3]([OH:2])=[O:4])[CH2:10][CH2:9]2)[C:13]1=[O:23], predict the reactants needed to synthesize it. The reactants are: C[O:2][C:3]([C@H:5]1[CH2:10][CH2:9][C@H:8]([CH2:11][N:12]2[C:21](=[O:22])[C:20]3[C:15](=[CH:16][CH:17]=[CH:18][CH:19]=3)[NH:14][C:13]2=[O:23])[CH2:7][CH2:6]1)=[O:4].[H-].[Na+].[CH3:26]I.O. (2) Given the product [CH2:15]([O:10][C:8]1[C:7]([O:11][CH3:12])=[CH:6][C:3]([CH:4]=[O:5])=[C:2]([F:1])[CH:9]=1)[C:16]1[CH:21]=[CH:20][CH:19]=[CH:18][CH:17]=1, predict the reactants needed to synthesize it. The reactants are: [F:1][C:2]1[CH:9]=[C:8]([OH:10])[C:7]([O:11][CH3:12])=[CH:6][C:3]=1[CH:4]=[O:5].[H-].[Na+].[CH2:15](Br)[C:16]1[CH:21]=[CH:20][CH:19]=[CH:18][CH:17]=1.O. (3) The reactants are: [F:1][C:2]1[C:7]([N+:8]([O-])=O)=[CH:6][C:5]([CH2:11][C:12]([O:14][CH2:15][CH3:16])=[O:13])=[C:4]([CH3:17])[CH:3]=1. Given the product [NH2:8][C:7]1[C:2]([F:1])=[CH:3][C:4]([CH3:17])=[C:5]([CH2:11][C:12]([O:14][CH2:15][CH3:16])=[O:13])[CH:6]=1, predict the reactants needed to synthesize it. (4) Given the product [Cl:23][C:24]1[N:29]=[N:28][C:27]([NH:30][S:31]([CH2:34][C:35]2[CH:40]=[C:39]([F:41])[CH:38]=[C:37]([C:42]#[N:43])[CH:36]=2)(=[O:33])=[O:32])=[C:26]([OH:44])[CH:25]=1, predict the reactants needed to synthesize it. The reactants are: ClC1N=NC(NS(CC2C=C(C#N)C=CC=2Cl)(=O)=O)=C(O)C=1.[Cl:23][C:24]1[N:29]=[N:28][C:27]([NH:30][S:31]([CH2:34][C:35]2[CH:40]=[C:39]([F:41])[CH:38]=[C:37]([C:42]#[N:43])[CH:36]=2)(=[O:33])=[O:32])=[C:26]([O:44]C)[CH:25]=1.ClC1N=NC(NS(CC2C=C(C#N)C=CC=2Cl)(=O)=O)=C(OC)C=1.